This data is from Full USPTO retrosynthesis dataset with 1.9M reactions from patents (1976-2016). The task is: Predict the reactants needed to synthesize the given product. (1) Given the product [F:26][C:27]1[CH:28]=[CH:29][C:30]([N:35]2[CH2:36][CH2:37][N:38]([C:23](=[O:25])[CH2:22][CH2:21][O:14][C:15]3[CH:16]=[CH:17][CH:18]=[CH:19][CH:20]=3)[CH2:39][CH2:40]2)=[C:31]([CH:34]=1)[C:32]#[N:33], predict the reactants needed to synthesize it. The reactants are: N=C=N.C1C=NC2N(O)N=NC=2C=1.[O:14]([CH2:21][CH2:22][C:23]([OH:25])=O)[C:15]1[CH:20]=[CH:19][CH:18]=[CH:17][CH:16]=1.[F:26][C:27]1[CH:28]=[CH:29][C:30]([N:35]2[CH2:40][CH2:39][NH:38][CH2:37][CH2:36]2)=[C:31]([CH:34]=1)[C:32]#[N:33].CN=C=O. (2) Given the product [CH3:1][O:2][C:3]1[N:8]=[C:7](/[CH:9]=[C:14](/[C:13](=[O:24])[CH:12]([CH3:11])[CH3:25])\[C:15]([NH:17][C:18]2[CH:19]=[CH:20][CH:21]=[CH:22][CH:23]=2)=[O:16])[CH:6]=[CH:5][N:4]=1, predict the reactants needed to synthesize it. The reactants are: [CH3:1][O:2][C:3]1[N:8]=[C:7]([CH:9]=O)[CH:6]=[CH:5][N:4]=1.[CH3:11][CH:12]([CH3:25])[C:13](=[O:24])[CH2:14][C:15]([NH:17][C:18]1[CH:23]=[CH:22][CH:21]=[CH:20][CH:19]=1)=[O:16]. (3) Given the product [Cl:32][C:33]1[CH:34]=[C:35]2[C:40](=[CH:41][CH:42]=1)[N:39]([C@H:11]1[CH2:15][CH2:14][O:13][C:12]1=[O:16])[CH2:38][CH2:37][CH2:36]2, predict the reactants needed to synthesize it. The reactants are: C(N(C(C)C)CC)(C)C.O[C@@H:11]1[CH2:15][CH2:14][O:13][C:12]1=[O:16].FC(F)(F)S(OS(C(F)(F)F)(=O)=O)(=O)=O.[Cl:32][C:33]1[CH:34]=[C:35]2[C:40](=[CH:41][CH:42]=1)[NH:39][CH2:38][CH2:37][CH2:36]2. (4) Given the product [C:8]1([C:14]2[CH:15]=[C:16]([C:20]([NH:22][C:23]3[CH:35]=[C:34]([N:36]4[CH:40]=[CH:39][CH:38]=[N:37]4)[CH:33]=[CH:32][C:24]=3[C:25]([OH:27])=[O:26])=[O:21])[CH:17]=[N:18][CH:19]=2)[CH:9]=[CH:10][CH:11]=[CH:12][CH:13]=1, predict the reactants needed to synthesize it. The reactants are: FC(F)(F)C(O)=O.[C:8]1([C:14]2[CH:15]=[C:16]([C:20]([NH:22][C:23]3[CH:35]=[C:34]([N:36]4[CH:40]=[CH:39][CH:38]=[N:37]4)[CH:33]=[CH:32][C:24]=3[C:25]([O:27]C(C)(C)C)=[O:26])=[O:21])[CH:17]=[N:18][CH:19]=2)[CH:13]=[CH:12][CH:11]=[CH:10][CH:9]=1. (5) Given the product [NH:1]([C:57]([O:59][C:60]([CH3:63])([CH3:62])[CH3:61])=[O:58])[C@H:2]([C:18]([NH:20][C@H:21]([C:34]([NH:36][C@H:37]([C:53]([O:55][CH3:56])=[O:54])[CH2:38][CH2:39][CH2:40][CH2:41][NH2:42])=[O:35])[CH2:22][CH2:23][CH2:24][CH2:25][NH:26][C:27]([O:29][C:30]([CH3:33])([CH3:32])[CH3:31])=[O:28])=[O:19])[CH2:3][CH2:4][CH2:5][CH2:6][NH2:7], predict the reactants needed to synthesize it. The reactants are: [NH:1]([C:57]([O:59][C:60]([CH3:63])([CH3:62])[CH3:61])=[O:58])[C@H:2]([C:18]([NH:20][C@H:21]([C:34]([NH:36][C@H:37]([C:53]([O:55][CH3:56])=[O:54])[CH2:38][CH2:39][CH2:40][CH2:41][NH:42]C(OCC1C=CC=CC=1)=O)=[O:35])[CH2:22][CH2:23][CH2:24][CH2:25][NH:26][C:27]([O:29][C:30]([CH3:33])([CH3:32])[CH3:31])=[O:28])=[O:19])[CH2:3][CH2:4][CH2:5][CH2:6][NH:7]C(OCC1C=CC=CC=1)=O. (6) Given the product [NH:33]([C:2]1[N:7]=[CH:6][N:5]=[C:4]([N:8]2[CH2:13][CH2:12][CH:11]([CH:14]([N:18]3[CH:22]=[C:21]([C:23]4[C:24]5[CH:31]=[CH:30][NH:29][C:25]=5[N:26]=[CH:27][N:28]=4)[CH:20]=[N:19]3)[CH2:15][C:16]#[N:17])[CH2:10][CH2:9]2)[C:3]=1[CH3:32])[C:34]1[CH:39]=[CH:38][CH:37]=[CH:36][CH:35]=1, predict the reactants needed to synthesize it. The reactants are: Cl[C:2]1[N:7]=[CH:6][N:5]=[C:4]([N:8]2[CH2:13][CH2:12][CH:11]([CH:14]([N:18]3[CH:22]=[C:21]([C:23]4[C:24]5[CH:31]=[CH:30][NH:29][C:25]=5[N:26]=[CH:27][N:28]=4)[CH:20]=[N:19]3)[CH2:15][C:16]#[N:17])[CH2:10][CH2:9]2)[C:3]=1[CH3:32].[NH2:33][C:34]1[CH:39]=[CH:38][CH:37]=[CH:36][CH:35]=1. (7) Given the product [CH:22]1([C:12]2[CH:13]=[C:14]([CH:16]3[CH2:17][CH2:18][CH2:19][CH2:20][CH2:21]3)[CH:15]=[C:7]([CH:1]3[CH2:6][CH2:5][CH2:4][CH2:3][CH2:2]3)[C:8]=2[C:9]([O-:11])=[O:10])[CH2:27][CH2:26][CH2:25][CH2:24][CH2:23]1.[C:35]1([S+:41]2[C:42]3[CH:43]=[CH:44][CH:45]=[CH:46][C:47]=3[O:48][C:49]3[C:54]2=[CH:53][CH:52]=[CH:51][CH:50]=3)[CH:36]=[CH:37][CH:38]=[CH:39][CH:40]=1, predict the reactants needed to synthesize it. The reactants are: [CH:1]1([C:7]2[CH:15]=[C:14]([CH:16]3[CH2:21][CH2:20][CH2:19][CH2:18][CH2:17]3)[CH:13]=[C:12]([CH:22]3[CH2:27][CH2:26][CH2:25][CH2:24][CH2:23]3)[C:8]=2[C:9]([O-:11])=[O:10])[CH2:6][CH2:5][CH2:4][CH2:3][CH2:2]1.[Na+].COS([O-])(=O)=O.[C:35]1([S+:41]2[C:54]3[CH:53]=[CH:52][CH:51]=[CH:50][C:49]=3[O:48][C:47]3[C:42]2=[CH:43][CH:44]=[CH:45][CH:46]=3)[CH:40]=[CH:39][CH:38]=[CH:37][CH:36]=1.C(C(C)=O)(C)C.C(O)CCCC. (8) Given the product [F:22][C:23]1[CH:28]=[CH:27][C:26]([O:29][C:2]2[CH:17]=[C:16]([C:18]([F:21])([F:20])[F:19])[CH:15]=[CH:14][C:3]=2[C:4]([NH:6][C:7]2[CH:12]=[CH:11][NH:10][C:9](=[O:13])[CH:8]=2)=[O:5])=[C:25]([CH3:30])[CH:24]=1, predict the reactants needed to synthesize it. The reactants are: F[C:2]1[CH:17]=[C:16]([C:18]([F:21])([F:20])[F:19])[CH:15]=[CH:14][C:3]=1[C:4]([NH:6][C:7]1[CH:12]=[CH:11][NH:10][C:9](=[O:13])[CH:8]=1)=[O:5].[F:22][C:23]1[CH:28]=[CH:27][C:26]([OH:29])=[C:25]([CH3:30])[CH:24]=1.C([O-])([O-])=O.[Cs+].[Cs+].CN(C=O)C. (9) Given the product [CH3:1][O:2][C:3]1[CH:9]=[CH:8][C:6]([N:7]2[C:16]([C:13]3[CH:14]=[CH:15][N:10]=[CH:11][CH:12]=3)=[CH:36][N:35]=[CH:34]2)=[CH:5][CH:4]=1, predict the reactants needed to synthesize it. The reactants are: [CH3:1][O:2][C:3]1[CH:9]=[CH:8][C:6]([NH2:7])=[CH:5][CH:4]=1.[N:10]1[CH:15]=[CH:14][C:13]([CH:16]=O)=[CH:12][CH:11]=1.C(=O)([O-])[O-].[K+].[K+].S([CH2:34][N+:35]#[C-:36])(C1C=CC(C)=CC=1)(=O)=O.